Dataset: Catalyst prediction with 721,799 reactions and 888 catalyst types from USPTO. Task: Predict which catalyst facilitates the given reaction. (1) Reactant: [C:1](=[S:3])=[S:2].[H-].[Na+].[OH:6][CH2:7][CH:8]1[N:13]([CH3:14])[C:12](=[O:15])[CH2:11][CH2:10][CH2:9]1.[CH3:16]I. Product: [CH3:14][N:13]1[C:12](=[O:15])[CH2:11][CH2:10][CH2:9][CH:8]1[CH2:7][O:6][C:1](=[S:3])[S:2][CH3:16]. The catalyst class is: 7. (2) Reactant: [CH2:1]([O:8][C:9]1[CH:14]=[CH:13][NH:12][C:11](=[O:15])[CH:10]=1)[C:2]1[CH:7]=[CH:6][CH:5]=[CH:4][CH:3]=1.C(=O)([O-])[O-].[Cs+].[Cs+].Br[CH2:23][C:24]([C:26]1[CH:31]=[CH:30][C:29]([CH2:32][OH:33])=[CH:28][CH:27]=1)=[O:25].O. Product: [CH2:1]([O:8][C:9]1[CH:14]=[CH:13][N:12]([CH2:23][C:24]([C:26]2[CH:31]=[CH:30][C:29]([CH2:32][OH:33])=[CH:28][CH:27]=2)=[O:25])[C:11](=[O:15])[CH:10]=1)[C:2]1[CH:3]=[CH:4][CH:5]=[CH:6][CH:7]=1. The catalyst class is: 3. (3) Product: [C:20]([O:23][C:24]([NH:1][C@@H:2]([C:6]1[CH:11]=[CH:10][C:9]([OH:12])=[CH:8][CH:7]=1)[C:3]([OH:5])=[O:4])=[O:25])([CH3:22])([CH3:21])[CH3:19]. The catalyst class is: 95. Reactant: [NH2:1][C@@H:2]([C:6]1[CH:11]=[CH:10][C:9]([OH:12])=[CH:8][CH:7]=1)[C:3]([OH:5])=[O:4].C([O-])([O-])=O.[Na+].[Na+].[CH3:19][C:20]([O:23][C:24](O[C:24]([O:23][C:20]([CH3:22])([CH3:21])[CH3:19])=[O:25])=[O:25])([CH3:22])[CH3:21].C(O)(=O)CC(CC(O)=O)(C(O)=O)O. (4) Reactant: [O:1]1[CH2:6][CH2:5][CH:4]([OH:7])[CH2:3][CH2:2]1.[C:8]1([CH3:18])[CH:13]=[CH:12][C:11]([S:14](Cl)(=[O:16])=[O:15])=[CH:10][CH:9]=1. Product: [O:1]1[CH2:6][CH2:5][CH:4]([O:7][S:14]([C:11]2[CH:12]=[CH:13][C:8]([CH3:18])=[CH:9][CH:10]=2)(=[O:16])=[O:15])[CH2:3][CH2:2]1. The catalyst class is: 17. (5) Reactant: [C:1](=[O:4])([O-:3])[O-].[Ca+2:5].[NH2:6][C@H:7]([C:13]([OH:15])=[O:14])[CH2:8]CC(O)=O. Product: [Ca:5].[NH2:6][C@H:7]([C:13]([OH:15])=[O:14])[CH2:8][C:1]([OH:3])=[O:4]. The catalyst class is: 6. (6) Reactant: [Cl:1][C:2]1[CH:7]=[CH:6][C:5]([C:8]2[C:9]([C:15]([OH:17])=O)=[CH:10][CH:11]=[C:12]([CH3:14])[CH:13]=2)=[CH:4][CH:3]=1.[N:18]1[CH:23]=[CH:22][CH:21]=[CH:20][C:19]=1[CH2:24][CH2:25][O:26][C:27]1[CH:33]=[CH:32][C:30]([NH2:31])=[CH:29][CH:28]=1.O.ON1C2C=CC=CC=2N=N1.Cl.CN(C)CCCN=C=NCC. Product: [Cl:1][C:2]1[CH:3]=[CH:4][C:5]([C:8]2[C:9]([C:15]([NH:31][C:30]3[CH:29]=[CH:28][C:27]([O:26][CH2:25][CH2:24][C:19]4[CH:20]=[CH:21][CH:22]=[CH:23][N:18]=4)=[CH:33][CH:32]=3)=[O:17])=[CH:10][CH:11]=[C:12]([CH3:14])[CH:13]=2)=[CH:6][CH:7]=1. The catalyst class is: 255. (7) Reactant: [F:1][C:2]1[CH:3]=[CH:4][CH:5]=[C:6]2[C:10]=1[NH:9][C:8](=[O:11])[C:7]12[CH2:13][CH2:12]1.C([O-])(=O)C.[Na+].[Br:19]Br. Product: [Br:19][C:4]1[CH:5]=[C:6]2[C:10](=[C:2]([F:1])[CH:3]=1)[NH:9][C:8](=[O:11])[C:7]12[CH2:13][CH2:12]1. The catalyst class is: 158. (8) Reactant: [O:1]1[C:5]2([CH2:10][CH2:9][N:8]([C:11]3[CH:16]=[CH:15][C:14]([N:17]4[CH2:21][C@H:20]([CH2:22][NH2:23])[O:19][C:18]4=[O:24])=[CH:13][C:12]=3[F:25])[CH2:7][CH2:6]2)[O:4][CH2:3][CH2:2]1.[Cl:26][CH:27]([Cl:31])[C:28](O)=[O:29].C1(N=C=NC2CCCCC2)CCCCC1. Product: [O:1]1[C:5]2([CH2:6][CH2:7][N:8]([C:11]3[CH:16]=[CH:15][C:14]([N:17]4[CH2:21][C@H:20]([CH2:22][NH:23][C:28](=[O:29])[CH:27]([Cl:31])[Cl:26])[O:19][C:18]4=[O:24])=[CH:13][C:12]=3[F:25])[CH2:9][CH2:10]2)[O:4][CH2:3][CH2:2]1. The catalyst class is: 4.